This data is from NCI-60 drug combinations with 297,098 pairs across 59 cell lines. The task is: Regression. Given two drug SMILES strings and cell line genomic features, predict the synergy score measuring deviation from expected non-interaction effect. (1) Drug 1: CC(CN1CC(=O)NC(=O)C1)N2CC(=O)NC(=O)C2. Drug 2: C1CC(=O)NC(=O)C1N2C(=O)C3=CC=CC=C3C2=O. Cell line: OVCAR-8. Synergy scores: CSS=26.1, Synergy_ZIP=-5.24, Synergy_Bliss=1.32, Synergy_Loewe=-0.296, Synergy_HSA=0.519. (2) Drug 1: CC1=C2C(C(=O)C3(C(CC4C(C3C(C(C2(C)C)(CC1OC(=O)C(C(C5=CC=CC=C5)NC(=O)C6=CC=CC=C6)O)O)OC(=O)C7=CC=CC=C7)(CO4)OC(=O)C)O)C)OC(=O)C. Drug 2: CC(C)NC(=O)C1=CC=C(C=C1)CNNC.Cl. Cell line: OVCAR-8. Synergy scores: CSS=46.7, Synergy_ZIP=4.99, Synergy_Bliss=4.09, Synergy_Loewe=-41.8, Synergy_HSA=4.05.